From a dataset of NCI-60 drug combinations with 297,098 pairs across 59 cell lines. Regression. Given two drug SMILES strings and cell line genomic features, predict the synergy score measuring deviation from expected non-interaction effect. (1) Drug 1: CC12CCC3C(C1CCC2=O)CC(=C)C4=CC(=O)C=CC34C. Drug 2: CC1CCCC2(C(O2)CC(NC(=O)CC(C(C(=O)C(C1O)C)(C)C)O)C(=CC3=CSC(=N3)C)C)C. Cell line: HOP-92. Synergy scores: CSS=24.5, Synergy_ZIP=2.73, Synergy_Bliss=5.02, Synergy_Loewe=4.70, Synergy_HSA=4.60. (2) Drug 1: C1CC(=O)NC(=O)C1N2CC3=C(C2=O)C=CC=C3N. Drug 2: C1C(C(OC1N2C=NC(=NC2=O)N)CO)O. Cell line: NCIH23. Synergy scores: CSS=1.10, Synergy_ZIP=-2.47, Synergy_Bliss=-4.83, Synergy_Loewe=-7.01, Synergy_HSA=-5.51. (3) Drug 1: CC(CN1CC(=O)NC(=O)C1)N2CC(=O)NC(=O)C2. Drug 2: CC1CCCC2(C(O2)CC(NC(=O)CC(C(C(=O)C(C1O)C)(C)C)O)C(=CC3=CSC(=N3)C)C)C. Cell line: BT-549. Synergy scores: CSS=4.61, Synergy_ZIP=-4.24, Synergy_Bliss=-1.67, Synergy_Loewe=-3.16, Synergy_HSA=-1.70. (4) Drug 2: CCC1(C2=C(COC1=O)C(=O)N3CC4=CC5=C(C=CC(=C5CN(C)C)O)N=C4C3=C2)O.Cl. Synergy scores: CSS=41.2, Synergy_ZIP=0.0739, Synergy_Bliss=-0.457, Synergy_Loewe=-20.6, Synergy_HSA=-0.836. Cell line: U251. Drug 1: C1=NNC2=C1C(=O)NC=N2. (5) Drug 1: C1CN1P(=S)(N2CC2)N3CC3. Drug 2: C(CN)CNCCSP(=O)(O)O. Cell line: MDA-MB-435. Synergy scores: CSS=0.592, Synergy_ZIP=-1.66, Synergy_Bliss=-3.74, Synergy_Loewe=-5.13, Synergy_HSA=-4.04. (6) Drug 1: CC(C)(C#N)C1=CC(=CC(=C1)CN2C=NC=N2)C(C)(C)C#N. Drug 2: C1CN(P(=O)(OC1)NCCCl)CCCl. Cell line: UACC-257. Synergy scores: CSS=0.719, Synergy_ZIP=-0.126, Synergy_Bliss=0.391, Synergy_Loewe=-0.0554, Synergy_HSA=-0.406. (7) Drug 1: C1CCN(CC1)CCOC2=CC=C(C=C2)C(=O)C3=C(SC4=C3C=CC(=C4)O)C5=CC=C(C=C5)O. Drug 2: CCC1(C2=C(COC1=O)C(=O)N3CC4=CC5=C(C=CC(=C5CN(C)C)O)N=C4C3=C2)O.Cl. Cell line: NCI-H522. Synergy scores: CSS=25.2, Synergy_ZIP=-1.40, Synergy_Bliss=0.652, Synergy_Loewe=-38.9, Synergy_HSA=0.645.